Dataset: Reaction yield outcomes from USPTO patents with 853,638 reactions. Task: Predict the reaction yield, written as a fraction of the theoretical maximum amount of product (1.0 means a 100% yield; for example, 0.34 means a 34% yield). (1) The reactants are [CH3:1][O:2][C:3]1[CH:9]=[CH:8][C:6]([NH2:7])=[CH:5][CH:4]=1.[CH:10]([C:12]([CH3:14])=O)=[CH2:11]. The catalyst is C(O)(=O)C.[Cl-].[Zn+2].[Cl-]. The product is [CH3:1][O:2][C:3]1[CH:9]=[C:8]2[C:6](=[CH:5][CH:4]=1)[N:7]=[CH:11][CH:10]=[C:12]2[CH3:14]. The yield is 0.580. (2) The reactants are [CH3:1][S:2]([NH:5][C:6]1[CH:21]=[CH:20][C:9]2[NH:10][C:11]([CH2:16][C:17](O)=[O:18])=[CH:12][S:13](=[O:15])(=[O:14])[C:8]=2[CH:7]=1)(=[O:4])=[O:3].C(O[C:26]([C:28]1[N:29]([NH:33][CH2:34][CH2:35][C:36]([CH3:39])([CH3:38])[CH3:37])[CH:30]=[CH:31][CH:32]=1)=[O:27])C=C.[O-]CC.[Na+].C(O)C. The catalyst is ClCCl.CN(C)C=O. The product is [CH3:39][C:36]([CH3:37])([CH3:38])[CH2:35][CH2:34][N:33]1[C:17](=[O:18])[C:16]([C:11]2[NH:10][C:9]3[CH:20]=[CH:21][C:6]([NH:5][S:2]([CH3:1])(=[O:3])=[O:4])=[CH:7][C:8]=3[S:13](=[O:15])(=[O:14])[CH:12]=2)=[C:26]([OH:27])[C:28]2=[CH:32][CH:31]=[CH:30][N:29]12. The yield is 0.420. (3) The reactants are Cl[C:2]1[N:7]=[C:6]([NH:8][CH2:9][C:10]2[CH:15]=[CH:14][C:13]([F:16])=[CH:12][CH:11]=2)[CH:5]=[N:4][CH:3]=1.[CH3:17][C:18]1[NH:19][CH:20]=[CH:21][N:22]=1. No catalyst specified. The product is [F:16][C:13]1[CH:14]=[CH:15][C:10]([CH2:9][NH:8][C:6]2[CH:5]=[N:4][CH:3]=[C:2]([N:19]3[CH:20]=[CH:21][N:22]=[C:18]3[CH3:17])[N:7]=2)=[CH:11][CH:12]=1. The yield is 0.230. (4) The reactants are BrCCO[Si](C(C)(C)C)(C)C.Cl[CH2:13][C:14]1[CH:19]=[CH:18][C:17]([NH:20][C:21](=[O:27])[O:22][C:23]([CH3:26])([CH3:25])[CH3:24])=[CH:16][CH:15]=1.[CH3:28][C:29]1[CH:33]=[C:32]([N:34]2[CH2:38][CH2:37][NH:36][C:35]2=[O:39])[S:31][C:30]=1[C:40]([O:42][CH2:43][CH3:44])=[O:41]. No catalyst specified. The product is [C:23]([O:22][C:21]([NH:20][C:17]1[CH:18]=[CH:19][C:14]([CH2:13][N:36]2[CH2:37][CH2:38][N:34]([C:32]3[S:31][C:30]([C:40]([O:42][CH2:43][CH3:44])=[O:41])=[C:29]([CH3:28])[CH:33]=3)[C:35]2=[O:39])=[CH:15][CH:16]=1)=[O:27])([CH3:26])([CH3:25])[CH3:24]. The yield is 0.800. (5) The reactants are C[O:2][C:3](=[O:29])[C:4]1[CH:9]=[CH:8][C:7]([C:10](=[O:28])[C:11]#[C:12][C:13]2[CH:18]=[C:17]([C:19]3[S:20][CH:21]=[CH:22][CH:23]=3)[C:16]([O:24][CH3:25])=[CH:15][C:14]=2[O:26][CH3:27])=[CH:6][CH:5]=1.[OH-].[Na+]. The catalyst is C1COCC1.CO.O. The product is [CH3:27][O:26][C:14]1[CH:15]=[C:16]([O:24][CH3:25])[C:17]([C:19]2[S:20][CH:21]=[CH:22][CH:23]=2)=[CH:18][C:13]=1[C:12]#[C:11][C:10]([C:7]1[CH:6]=[CH:5][C:4]([C:3]([OH:29])=[O:2])=[CH:9][CH:8]=1)=[O:28]. The yield is 0.420. (6) The reactants are Cl.[NH2:2][CH2:3][CH2:4][CH2:5][C:6]([NH:8][C:9]1[CH:18]=[CH:17][C:16]([Cl:19])=[CH:15][C:10]=1[C:11]([O:13][CH3:14])=[O:12])=[O:7].[O:20]1[CH:24]=[CH:23][C:22]([C:25]2[CH:26]=[C:27]([CH:31]=[CH:32][CH:33]=2)[C:28](O)=[O:29])=[CH:21]1.Cl.C(N=C=NCCCN(C)C)C.ON1C2C=CC=CC=2N=N1. The catalyst is CN(C)C(=O)C.C(OCC)(=O)C. The product is [Cl:19][C:16]1[CH:17]=[CH:18][C:9]([NH:8][C:6](=[O:7])[CH2:5][CH2:4][CH2:3][NH:2][C:28]([C:27]2[CH:31]=[CH:32][CH:33]=[C:25]([C:22]3[CH:23]=[CH:24][O:20][CH:21]=3)[CH:26]=2)=[O:29])=[C:10]([CH:15]=1)[C:11]([O:13][CH3:14])=[O:12]. The yield is 0.850. (7) The reactants are [Cl:1][C:2]1[CH:3]=[C:4]([CH:18]=[CH:19][C:20]=1[C:21]([F:24])([F:23])[F:22])[O:5][CH2:6][C:7]1[CH:17]=[CH:16][C:10]([C:11]([O:13]CC)=[O:12])=[CH:9][CH:8]=1.O.[OH-].[Na+]. The catalyst is CO.CCOC(C)=O.Cl. The product is [Cl:1][C:2]1[CH:3]=[C:4]([CH:18]=[CH:19][C:20]=1[C:21]([F:22])([F:23])[F:24])[O:5][CH2:6][C:7]1[CH:8]=[CH:9][C:10]([C:11]([OH:13])=[O:12])=[CH:16][CH:17]=1. The yield is 0.780.